From a dataset of Catalyst prediction with 721,799 reactions and 888 catalyst types from USPTO. Predict which catalyst facilitates the given reaction. The catalyst class is: 254. Reactant: [Na].[NH2:2][OH:3].O.C[O:6][C:7](=O)[C:8]1[CH:13]=[CH:12][C:11]([CH2:14][N:15]2[CH:20]([C:21]3[C:26]([CH3:27])=[CH:25][CH:24]=[CH:23][N:22]=3)[CH2:19][CH2:18][CH2:17][CH:16]2[C:28]2[C:33]([CH3:34])=[CH:32][CH:31]=[CH:30][N:29]=2)=[C:10]([CH2:35][O:36][CH3:37])[CH:9]=1.C([O-])(O)=O.[Na+]. Product: [CH3:34][C:33]1[C:28]([CH:16]2[CH2:17][CH2:18][CH2:19][CH:20]([C:21]3[C:26]([CH3:27])=[CH:25][CH:24]=[CH:23][N:22]=3)[N:15]2[CH2:14][C:11]2[CH:12]=[CH:13][C:8]([C:7]([NH:2][OH:3])=[O:6])=[CH:9][C:10]=2[CH2:35][O:36][CH3:37])=[N:29][CH:30]=[CH:31][CH:32]=1.